The task is: Predict the product of the given reaction.. This data is from Forward reaction prediction with 1.9M reactions from USPTO patents (1976-2016). (1) Given the reactants FC(F)(F)S(O[C:7]1[CH:12]=[C:11]([CH:13]=[O:14])[CH:10]=[C:9]([CH:15]2[CH2:17][CH2:16]2)[C:8]=1[C:18]1[CH:23]=[CH:22][C:21]([F:24])=[CH:20][CH:19]=1)(=O)=O.[CH:27]1(B(O)O)[CH2:29][CH2:28]1, predict the reaction product. The product is: [CH:27]1([C:7]2[CH:12]=[C:11]([CH:13]=[O:14])[CH:10]=[C:9]([CH:15]3[CH2:16][CH2:17]3)[C:8]=2[C:18]2[CH:19]=[CH:20][C:21]([F:24])=[CH:22][CH:23]=2)[CH2:29][CH2:28]1. (2) Given the reactants C([O-])(=O)C.[Na+].[OH:6][C:7]1[CH:8]=[C:9]([CH:12]=[C:13]([OH:15])[CH:14]=1)[CH:10]=O.[NH2:16][C:17]1[CH:22]=[CH:21][CH:20]=[CH:19][C:18]=1[SH:23], predict the reaction product. The product is: [S:23]1[C:18]2[CH:19]=[CH:20][CH:21]=[CH:22][C:17]=2[N:16]=[C:10]1[C:9]1[CH:12]=[C:13]([OH:15])[CH:14]=[C:7]([OH:6])[CH:8]=1. (3) Given the reactants [Cl:1][C:2]1[CH:7]=[CH:6][C:5]([C:8]2([OH:33])[CH2:13][CH2:12][N:11]([CH2:14][CH2:15][CH:16]=[C:17]3[C:27]4[C:22](=[N:23][CH:24]=[CH:25][CH:26]=4)[O:21][C:20]4[CH:28]=[CH:29][CH:30]=[C:31]([OH:32])[C:19]=4[CH2:18]3)[CH2:10][CH2:9]2)=[CH:4][CH:3]=1.[F:34][C:35]([F:48])([F:47])[S:36](O[S:36]([C:35]([F:48])([F:47])[F:34])(=[O:38])=[O:37])(=[O:38])=[O:37].O.C(OCC)C, predict the reaction product. The product is: [Cl:1][C:2]1[CH:7]=[CH:6][C:5]([C:8]2([OH:33])[CH2:9][CH2:10][N:11]([CH2:14][CH2:15][CH:16]=[C:17]3[C:27]4[C:22](=[N:23][CH:24]=[CH:25][CH:26]=4)[O:21][C:20]4[CH:28]=[CH:29][CH:30]=[C:31]([O:32][S:36]([C:35]([F:48])([F:47])[F:34])(=[O:38])=[O:37])[C:19]=4[CH2:18]3)[CH2:12][CH2:13]2)=[CH:4][CH:3]=1. (4) Given the reactants [CH3:1][C:2]1[CH:7]=[CH:6][CH:5]=[CH:4][C:3]=1[S:8]([N:11]1[C:19]2[C:14](=[C:15]([CH:20]=C)[CH:16]=[CH:17][CH:18]=2)[CH:13]=[CH:12]1)(=[O:10])=[O:9].N1C(C)=CC=CC=1C.I([O-])(=O)(=O)=[O:31].[Na+], predict the reaction product. The product is: [CH3:1][C:2]1[CH:7]=[CH:6][CH:5]=[CH:4][C:3]=1[S:8]([N:11]1[C:19]2[CH:18]=[CH:17][CH:16]=[C:15]([CH:20]=[O:31])[C:14]=2[CH:13]=[CH:12]1)(=[O:10])=[O:9]. (5) Given the reactants CCN(C(C)C)C(C)C.Cl[C:11]1[CH:16]=[N:15][CH:14]=[C:13]([Cl:17])[N:12]=1.Cl.[F:19][C:20]1[CH:21]=[CH:22][C:23]([C@@H:26]([NH2:28])[CH3:27])=[N:24][CH:25]=1, predict the reaction product. The product is: [Cl:17][C:13]1[N:12]=[C:11]([NH:28][C@H:26]([C:23]2[CH:22]=[CH:21][C:20]([F:19])=[CH:25][N:24]=2)[CH3:27])[CH:16]=[N:15][CH:14]=1. (6) Given the reactants Br[C:2]1[CH:3]=[C:4]([NH:12][CH2:13][C:14]2[C:19]([CH3:20])=[CH:18][CH:17]=[CH:16][C:15]=2[CH3:21])[C:5]2[N:6]([CH:8]=[C:9]([CH3:11])[N:10]=2)[CH:7]=1.[NH:22]1[CH:26]=[N:25][CH:24]=[N:23]1.C(=O)([O-])[O-].[Cs+].[Cs+].CNCCNC, predict the reaction product. The product is: [CH3:21][C:15]1[CH:16]=[CH:17][CH:18]=[C:19]([CH3:20])[C:14]=1[CH2:13][NH:12][C:4]1[C:5]2[N:6]([CH:8]=[C:9]([CH3:11])[N:10]=2)[CH:7]=[C:2]([N:22]2[CH:26]=[N:25][CH:24]=[N:23]2)[CH:3]=1.